Regression. Given two drug SMILES strings and cell line genomic features, predict the synergy score measuring deviation from expected non-interaction effect. From a dataset of NCI-60 drug combinations with 297,098 pairs across 59 cell lines. (1) Drug 1: CCCCCOC(=O)NC1=NC(=O)N(C=C1F)C2C(C(C(O2)C)O)O. Drug 2: C1CC(=O)NC(=O)C1N2C(=O)C3=CC=CC=C3C2=O. Cell line: MOLT-4. Synergy scores: CSS=-5.87, Synergy_ZIP=1.68, Synergy_Bliss=-2.53, Synergy_Loewe=-12.0, Synergy_HSA=-9.34. (2) Drug 1: CCC1=CC2CC(C3=C(CN(C2)C1)C4=CC=CC=C4N3)(C5=C(C=C6C(=C5)C78CCN9C7C(C=CC9)(C(C(C8N6C)(C(=O)OC)O)OC(=O)C)CC)OC)C(=O)OC.C(C(C(=O)O)O)(C(=O)O)O. Drug 2: CCC1(CC2CC(C3=C(CCN(C2)C1)C4=CC=CC=C4N3)(C5=C(C=C6C(=C5)C78CCN9C7C(C=CC9)(C(C(C8N6C=O)(C(=O)OC)O)OC(=O)C)CC)OC)C(=O)OC)O.OS(=O)(=O)O. Cell line: K-562. Synergy scores: CSS=95.2, Synergy_ZIP=5.51, Synergy_Bliss=6.62, Synergy_Loewe=6.30, Synergy_HSA=9.69.